The task is: Regression. Given two drug SMILES strings and cell line genomic features, predict the synergy score measuring deviation from expected non-interaction effect.. This data is from NCI-60 drug combinations with 297,098 pairs across 59 cell lines. Drug 1: CC(C1=C(C=CC(=C1Cl)F)Cl)OC2=C(N=CC(=C2)C3=CN(N=C3)C4CCNCC4)N. Drug 2: CC1C(C(CC(O1)OC2CC(OC(C2O)C)OC3=CC4=CC5=C(C(=O)C(C(C5)C(C(=O)C(C(C)O)O)OC)OC6CC(C(C(O6)C)O)OC7CC(C(C(O7)C)O)OC8CC(C(C(O8)C)O)(C)O)C(=C4C(=C3C)O)O)O)O. Cell line: CAKI-1. Synergy scores: CSS=54.4, Synergy_ZIP=17.8, Synergy_Bliss=19.6, Synergy_Loewe=22.7, Synergy_HSA=22.0.